Predict the reactants needed to synthesize the given product. From a dataset of Full USPTO retrosynthesis dataset with 1.9M reactions from patents (1976-2016). Given the product [C:1]([C:4]1[C:22](=[O:23])[C@@:8]2([CH3:24])[C:9]3[C:15]([OH:16])=[CH:14][C:13]([O:17][CH3:18])=[C:12]([C:19]([NH:21][CH2:41][C:32]4[C:33]5[C:38](=[CH:37][CH:36]=[CH:35][CH:34]=5)[CH:39]=[CH:40][C:31]=4[O:30][CH2:26][CH2:27][CH2:28][CH3:29])=[O:20])[C:10]=3[O:11][C:7]2=[CH:6][C:5]=1[OH:25])(=[O:3])[CH3:2], predict the reactants needed to synthesize it. The reactants are: [C:1]([C:4]1[C:22](=[O:23])[C@@:8]2([CH3:24])[C:9]3[C:15]([OH:16])=[CH:14][C:13]([O:17][CH3:18])=[C:12]([C:19]([NH2:21])=[O:20])[C:10]=3[O:11][C:7]2=[CH:6][C:5]=1[OH:25])(=[O:3])[CH3:2].[CH2:26]([O:30][C:31]1[CH:40]=[CH:39][C:38]2[C:33](=[CH:34][CH:35]=[CH:36][CH:37]=2)[C:32]=1[CH:41]=O)[CH2:27][CH2:28][CH3:29].C([SiH](CC)CC)C.FC(F)(F)C(O)=O.